From a dataset of Experimentally validated miRNA-target interactions with 360,000+ pairs, plus equal number of negative samples. Binary Classification. Given a miRNA mature sequence and a target amino acid sequence, predict their likelihood of interaction. (1) The miRNA is hsa-miR-3133 with sequence UAAAGAACUCUUAAAACCCAAU. The protein sequence of the target gene is MASNVTNKTDPRSMNSRVFIGNLNTLVVKKSDVEAIFSKYGKIVGCSVHKGFAFVQYVNERNARAAVAGEDGRMIAGQVLDINLAAEPKVNRGKAGVKRSAAEMYGSVTEHPSPSPLLSSSFDLDYDFQRDYYDRMYSYPARVPPPPPIARAVVPSKRQRVSGNTSRRGKSGFNSKSGQRGSSKSGKLKGDDLQAIKKELTQIKQKVDSLLENLEKIEKEQSKQAVEMKNDKSEEEQSSSSVKKDETNVKMESEGGADDSAEEGDLLDDDDNEDRGDDQLELIKDDEKEAEEGEDDRDSA.... Result: 1 (interaction). (2) The miRNA is hsa-miR-4708-3p with sequence AGCAAGGCGGCAUCUCUCUGAU. The protein sequence of the target gene is MYGKGKSNSSAVPSDSQAREKLALYVYEYLLHVGAQKSAQTFLSEIRWEKNITLGEPPGFLHSWWCVFWDLYCAAPERRETCEHSSEAKAFHDYSAAAAPSPVLGNMPPGDGMPVGPVPPGFFQPFMSPRYPGGPRPPLRIPNQALGGVPGSQPLLPSGMDPTRQQGHPNMGGPMQRMTPPRGMVPLGPQNYGGAMRPPLNALGGPGMPGMNMGPGGGRPWPNPTNANSIPYSSASPGNYVGPPGGGGPPGTPIMPSPADSTNSGDNMYTLMNAVPPGPNRPNFPMGPGSDGPMGGLGGM.... Result: 0 (no interaction). (3) The miRNA is hsa-miR-143-3p with sequence UGAGAUGAAGCACUGUAGCUC. Result: 0 (no interaction). The protein sequence of the target gene is MRLILPVGLIATTLAIAPVRFDREKVFRVKPQDEKQADIIKDLAKTNELDFWYPGATHHVAANMMVDFRVSEKESQAIQSALDQNKMHYEILIHDLQEEIEKQFDVKEDIPGRHSYAKYNNWEKIVAWTEKMMDKYPEMVSRIKIGSTVEDNPLYVLKIGEKNERRKAIFTDCGIHAREWVSPAFCQWFVYQATKTYGRNKIMTKLLDRMNFYILPVFNVDGYIWSWTKNRMWRKNRSKNQNSKCIGTDLNRNFNASWNSIPNTNDPCADNYRGSAPESEKETKAVTNFIRSHLNEIKVY.... (4) The miRNA is mmu-miR-5125 with sequence UCUGCCUGGGAUUUCCUUGU. The protein sequence of the target gene is MKTPEDPGSPKQHEVVDSAGTSTRDRQAPLPTEPKFDMLYKIEDVPPWYLCILLGFQHYLTCFSGTIAVPFLLAEALCVGRDQHMVSQLIGTIFTCVGITTLIQTTVGIRLPLFQASAFAFLVPAKSILALERWKCPSEEEIYGNWSMPLNTSHIWHPRIREVQGAIMVSSMVEVVIGLMGLPGALLSYIGPLTVTPTVSLIGLSVFQAAGDRAGSHWGISACSILLIVLFSQYLRNLTFLLPVYRWGKGLTLFRVQIFKMFPIVLAIMTVWLLCYVLTLTDVLPADPTVYGFQARTDAR.... Result: 1 (interaction). (5) The miRNA is hsa-miR-6864-3p with sequence GUGAGACUUCUCUCCCUUCAG. The protein sequence of the target gene is MGKSRTKRFKRPQFSPTGDCQAEAAAAANGTGGEEDDGPAAELLEKLQHPSAEVRECACAGLARLVQQRPALPGLARRDAVRRLGPLLLDPSLAVRETAAGALRNLSACGGFEVCDDMVTKDIMTPLVALLKECSAGLDSNEMSLQEKKDQNRNSIENIANETVNVLWNICECSSRAVSIFNKEGCLEIVLKYLSRFPTNVDLAISVAYCLQTVTEDNPELLKSFSATALNMLESALLSPVSSMESLLLKTLVAGTIWNLKDIIPCKSQAEIINALLKILSEVLGMDAGEMVIQMKEAET.... Result: 1 (interaction).